From a dataset of Forward reaction prediction with 1.9M reactions from USPTO patents (1976-2016). Predict the product of the given reaction. (1) Given the reactants [Br:1][C:2]1[N:7]2[CH:8]=[C:9]([CH:11]=O)[N:10]=[C:6]2[C:5]([N:13]2[CH2:18][CH2:17][O:16][CH2:15][CH2:14]2)=[N:4][CH:3]=1.[CH3:19][C:20]1[CH:29]=[CH:28][C:27]2[C:22](=[CH:23][CH:24]=[CH:25][CH:26]=2)[N:21]=1.Br[Si](C)(C)C, predict the reaction product. The product is: [Br:1][C:2]1[N:7]2[CH:8]=[C:9](/[CH:11]=[CH:19]/[C:20]3[CH:29]=[CH:28][C:27]4[C:22](=[CH:23][CH:24]=[CH:25][CH:26]=4)[N:21]=3)[N:10]=[C:6]2[C:5]([N:13]2[CH2:18][CH2:17][O:16][CH2:15][CH2:14]2)=[N:4][CH:3]=1. (2) The product is: [NH:63]1[C:62]2[C:61]3[CH:67]=[CH:68][CH:69]=[CH:70][C:60]=3[O:59][C:58]3[CH:71]=[CH:72][CH:55]=[CH:56][C:57]=3[C:66]=2[N:65]=[CH:64]1. Given the reactants C1C2C(=O)C(=O)C3C=CC=CC=3SC=2C=CC=1.ClC1C=CC2OC3C=CC=CC=3C(=O)C(=O)C=2C=1.N1C2C3C=CC=CC=3SC3C=CC=CC=3C=2N=C1.Cl[C:55]1[CH:72]=[CH:71][C:58]2[O:59][C:60]3[CH:70]=[CH:69][CH:68]=[CH:67][C:61]=3[C:62]3[NH:63][CH:64]=[N:65][C:66]=3[C:57]=2[CH:56]=1.ClC1C=CC2SC3C=CC=CC=3C3NC=NC=3C=2C=1, predict the reaction product.